From a dataset of Full USPTO retrosynthesis dataset with 1.9M reactions from patents (1976-2016). Predict the reactants needed to synthesize the given product. (1) Given the product [CH3:19][C:13]1[C:12]([C:9]2[C:8]3[N:7]=[CH:6][CH:5]=[N:4][C:3]=3[C:2]([C:20]#[N:21])=[CH:11][CH:10]=2)=[CH:17][C:16]([CH3:18])=[CH:15][N:14]=1, predict the reactants needed to synthesize it. The reactants are: Br[C:2]1[CH:11]=[CH:10][C:9]([C:12]2[C:13]([CH3:19])=[N:14][CH:15]=[C:16]([CH3:18])[CH:17]=2)=[C:8]2[C:3]=1[N:4]=[CH:5][CH:6]=[N:7]2.[C:20]([Cu])#[N:21]. (2) Given the product [NH4+:6].[OH-:25].[CH3:34][OH:35].[OH:32][CH:29]1[CH2:30][CH2:31][N:26]([C:24]([CH:21]2[CH2:20][CH2:19][CH:18]([NH:17][C:13]3[N:12]=[C:11]([N:6]4[C:7]5[C:3](=[C:2]([C:41]6[CH:46]=[CH:45][N:44]=[CH:43][CH:42]=6)[CH:10]=[CH:9][CH:8]=5)[CH:4]=[CH:5]4)[CH:16]=[CH:15][N:14]=3)[CH2:23][CH2:22]2)=[O:25])[CH2:27][CH2:28]1, predict the reactants needed to synthesize it. The reactants are: Br[C:2]1[CH:10]=[CH:9][CH:8]=[C:7]2[C:3]=1[CH:4]=[CH:5][N:6]2[C:11]1[CH:16]=[CH:15][N:14]=[C:13]([NH:17][CH:18]2[CH2:23][CH2:22][CH:21]([C:24]([N:26]3[CH2:31][CH2:30][CH:29]([OH:32])[CH2:28][CH2:27]3)=[O:25])[CH2:20][CH2:19]2)[N:12]=1.C[C:34]1(C)C(C)(C)OB([C:41]2[CH:46]=[CH:45][N:44]=[CH:43][CH:42]=2)[O:35]1.C([O-])([O-])=O.[Na+].[Na+].C1(C)C=CC=CC=1.